From a dataset of Forward reaction prediction with 1.9M reactions from USPTO patents (1976-2016). Predict the product of the given reaction. (1) Given the reactants CC(OC(/N=N/C(OC(C)C)=O)=O)C.[CH3:15][O:16][C:17]1[CH:18]=[C:19]([OH:26])[CH:20]=[C:21]([N+:23]([O-:25])=[O:24])[CH:22]=1.O[CH2:28][CH2:29][O:30][CH2:31][CH2:32][O:33][CH2:34][CH2:35][C:36]([O:38][C:39]([CH3:42])([CH3:41])[CH3:40])=[O:37].C1(P(C2C=CC=CC=2)C2C=CC=CC=2)C=CC=CC=1, predict the reaction product. The product is: [CH3:15][O:16][C:17]1[CH:18]=[C:19]([CH:20]=[C:21]([N+:23]([O-:25])=[O:24])[CH:22]=1)[O:26][CH2:28][CH2:29][O:30][CH2:31][CH2:32][O:33][CH2:34][CH2:35][C:36]([O:38][C:39]([CH3:40])([CH3:42])[CH3:41])=[O:37]. (2) Given the reactants [Br:1][C:2]1[CH:3]=[C:4]2[C:9](=[CH:10][CH:11]=1)[N:8]=[C:7]([CH3:12])[C:6]([S:13]([CH3:16])(=[O:15])=[O:14])=[C:5]2Cl.[NH:18]1[CH2:23][CH2:22][O:21][CH2:20][CH2:19]1.C(N(CC)C(C)C)(C)C, predict the reaction product. The product is: [Br:1][C:2]1[CH:3]=[C:4]2[C:9](=[CH:10][CH:11]=1)[N:8]=[C:7]([CH3:12])[C:6]([S:13]([CH3:16])(=[O:15])=[O:14])=[C:5]2[N:18]1[CH2:23][CH2:22][O:21][CH2:20][CH2:19]1. (3) Given the reactants [N+:1]([C:4]1[CH:10]=[CH:9][C:8]([C:11]2[CH:16]=[CH:15][C:14]([C:17]([O:19][CH3:20])=[O:18])=[CH:13][CH:12]=2)=[CH:7][C:5]=1[NH2:6])([O-:3])=[O:2].[H-].[Na+].[CH3:23][O:24][C:25]1[CH:33]=[CH:32][C:28]([C:29](Cl)=[O:30])=[CH:27][CH:26]=1, predict the reaction product. The product is: [N+:1]([C:4]1[CH:10]=[CH:9][C:8]([C:11]2[CH:12]=[CH:13][C:14]([C:17]([O:19][CH3:20])=[O:18])=[CH:15][CH:16]=2)=[CH:7][C:5]=1[NH:6][C:29](=[O:30])[C:28]1[CH:32]=[CH:33][C:25]([O:24][CH3:23])=[CH:26][CH:27]=1)([O-:3])=[O:2]. (4) Given the reactants C(OP([CH2:9][C:10]([O:12][CH3:13])=[O:11])(OCC)=O)C.[H-].[Na+].[N:16]1[C:25]2[C:20](=[CH:21][CH:22]=[CH:23][CH:24]=2)[CH:19]=[CH:18][C:17]=1[CH:26]=O, predict the reaction product. The product is: [N:16]1[C:25]2[C:20](=[CH:21][CH:22]=[CH:23][CH:24]=2)[CH:19]=[CH:18][C:17]=1/[CH:26]=[CH:9]/[C:10]([O:12][CH3:13])=[O:11].